This data is from Forward reaction prediction with 1.9M reactions from USPTO patents (1976-2016). The task is: Predict the product of the given reaction. (1) Given the reactants C([O-])(C)(C)C.[K+].[CH3:7][CH2:8][O:9][C:10]([CH2:12]P(OCC)(OCC)=O)=[O:11].[CH3:21][N:22]([CH3:36])[C:23]1([C:30]2[S:31][C:32]([F:35])=[CH:33][CH:34]=2)[CH2:28][CH2:27][C:26](=O)[CH2:25][CH2:24]1, predict the reaction product. The product is: [CH2:8]([O:9][C:10](=[O:11])[CH:12]=[C:26]1[CH2:25][CH2:24][C:23]([N:22]([CH3:36])[CH3:21])([C:30]2[S:31][C:32]([F:35])=[CH:33][CH:34]=2)[CH2:28][CH2:27]1)[CH3:7]. (2) The product is: [CH2:36]([O:38][CH2:39][C:40]([NH:15][C:5]1[C:6]([O:8][C:9]2[CH:10]=[CH:11][CH:12]=[CH:13][CH:14]=2)=[N:7][C:2]([CH3:1])=[CH:3][C:4]=1[NH:16][CH2:17][CH2:18][O:19][CH2:20][CH2:21][CH2:22][C:23]1[CH:24]=[N:25][CH:26]=[CH:27][CH:28]=1)=[O:41])[CH3:37]. Given the reactants [CH3:1][C:2]1[N:7]=[C:6]([O:8][C:9]2[CH:14]=[CH:13][CH:12]=[CH:11][CH:10]=2)[C:5]([NH2:15])=[C:4]([NH:16][CH2:17][CH2:18][O:19][CH2:20][CH2:21][CH2:22][C:23]2[CH:24]=[N:25][CH:26]=[CH:27][CH:28]=2)[CH:3]=1.C(N(CC)CC)C.[CH2:36]([O:38][CH2:39][C:40](Cl)=[O:41])[CH3:37], predict the reaction product. (3) Given the reactants [CH3:1][NH:2][N:3]=[CH:4][C:5](=[O:7])[CH3:6].[CH2:8]([C:14]1[CH:19]=[CH:18][C:17]([C:20](=O)[CH:21]=[O:22])=[CH:16][CH:15]=1)[CH2:9][CH2:10][CH2:11][CH2:12][CH3:13].C(Cl)(Cl)Cl.CCCCCC.C(OCC)(=O)C, predict the reaction product. The product is: [CH2:8]([C:14]1[CH:19]=[CH:18][C:17]([C:20]2[N:2]([CH3:1])[N:3]=[C:4]([C:5](=[O:7])[CH3:6])[C:21]=2[OH:22])=[CH:16][CH:15]=1)[CH2:9][CH2:10][CH2:11][CH2:12][CH3:13]. (4) Given the reactants [Si]([O:8][C:9]([C:11]1[C:12]([C:17]#[C:18][C:19]2[CH:24]=[CH:23][CH:22]=[CH:21][N:20]=2)=[N:13][CH:14]=[CH:15][CH:16]=1)=[CH2:10])(C(C)(C)C)(C)C, predict the reaction product. The product is: [N:20]1[CH:21]=[CH:22][CH:23]=[CH:24][C:19]=1[C:18]1[CH:10]=[C:9]([OH:8])[C:11]2[CH:16]=[CH:15][CH:14]=[N:13][C:12]=2[CH:17]=1. (5) Given the reactants [Cl:1][C:2]1[C:3]([NH:17][CH2:18][C:19]2[CH:24]=[CH:23][CH:22]=[C:21]([O:25]C)[CH:20]=2)=[N:4][C:5]([NH:8][C:9]2[CH:10]=[C:11]([CH2:15]O)[CH:12]=[CH:13][CH:14]=2)=[N:6][CH:7]=1.C(Cl)Cl.B(Br)(Br)[Br:31].O, predict the reaction product. The product is: [Br:31][CH2:15][C:11]1[CH:10]=[C:9]([NH:8][C:5]2[N:4]=[C:3]([NH:17][CH2:18][C:19]3[CH:20]=[C:21]([OH:25])[CH:22]=[CH:23][CH:24]=3)[C:2]([Cl:1])=[CH:7][N:6]=2)[CH:14]=[CH:13][CH:12]=1. (6) Given the reactants [CH2:1]([Br:8])[C:2]1[CH:7]=[CH:6][CH:5]=[CH:4][CH:3]=1.[Br:9][C:10]1[CH:11]=[N:12][CH:13]=[CH:14][C:15]=1[CH3:16], predict the reaction product. The product is: [Br-:8].[CH2:1]([N+:12]1[CH:13]=[CH:14][C:15]([CH3:16])=[C:10]([Br:9])[CH:11]=1)[C:2]1[CH:7]=[CH:6][CH:5]=[CH:4][CH:3]=1. (7) Given the reactants [CH3:1][N:2]1[CH:6]=[CH:5][N:4]=[C:3]1[CH:7]=O.[F:9][C:10]1[CH:15]=[C:14]([F:16])[CH:13]=[CH:12][C:11]=1/[CH:17]=[C:18](\[CH3:21])/[CH2:19][NH2:20].C(O[BH-](OC(=O)C)OC(=O)C)(=O)C.[Na+], predict the reaction product. The product is: [F:9][C:10]1[CH:15]=[C:14]([F:16])[CH:13]=[CH:12][C:11]=1[CH:17]=[C:18]([CH3:21])[CH2:19][NH:20][CH2:7][C:3]1[N:2]([CH3:1])[CH:6]=[CH:5][N:4]=1.